From a dataset of NCI-60 drug combinations with 297,098 pairs across 59 cell lines. Regression. Given two drug SMILES strings and cell line genomic features, predict the synergy score measuring deviation from expected non-interaction effect. (1) Drug 1: COC1=CC(=CC(=C1O)OC)C2C3C(COC3=O)C(C4=CC5=C(C=C24)OCO5)OC6C(C(C7C(O6)COC(O7)C8=CC=CS8)O)O. Drug 2: CC=C1C(=O)NC(C(=O)OC2CC(=O)NC(C(=O)NC(CSSCCC=C2)C(=O)N1)C(C)C)C(C)C. Cell line: BT-549. Synergy scores: CSS=67.8, Synergy_ZIP=9.91, Synergy_Bliss=9.35, Synergy_Loewe=8.86, Synergy_HSA=12.7. (2) Drug 1: CC1=C(C=C(C=C1)C(=O)NC2=CC(=CC(=C2)C(F)(F)F)N3C=C(N=C3)C)NC4=NC=CC(=N4)C5=CN=CC=C5. Drug 2: CC1=C(C(=O)C2=C(C1=O)N3CC4C(C3(C2COC(=O)N)OC)N4)N. Cell line: OVCAR-4. Synergy scores: CSS=0.772, Synergy_ZIP=0.437, Synergy_Bliss=0.432, Synergy_Loewe=-11.3, Synergy_HSA=-5.54. (3) Cell line: MOLT-4. Drug 1: C1C(C(OC1N2C=NC3=C(N=C(N=C32)Cl)N)CO)O. Drug 2: C1C(C(OC1N2C=NC3=C2NC=NCC3O)CO)O. Synergy scores: CSS=68.8, Synergy_ZIP=3.61, Synergy_Bliss=1.02, Synergy_Loewe=-18.0, Synergy_HSA=1.29. (4) Drug 1: C1=CC(=C2C(=C1NCCNCCO)C(=O)C3=C(C=CC(=C3C2=O)O)O)NCCNCCO. Drug 2: CCC1(CC2CC(C3=C(CCN(C2)C1)C4=CC=CC=C4N3)(C5=C(C=C6C(=C5)C78CCN9C7C(C=CC9)(C(C(C8N6C)(C(=O)OC)O)OC(=O)C)CC)OC)C(=O)OC)O.OS(=O)(=O)O. Cell line: CAKI-1. Synergy scores: CSS=69.1, Synergy_ZIP=-0.158, Synergy_Bliss=-0.619, Synergy_Loewe=3.08, Synergy_HSA=6.61. (5) Drug 1: CN(CC1=CN=C2C(=N1)C(=NC(=N2)N)N)C3=CC=C(C=C3)C(=O)NC(CCC(=O)O)C(=O)O. Drug 2: C1=NC2=C(N=C(N=C2N1C3C(C(C(O3)CO)O)F)Cl)N. Cell line: DU-145. Synergy scores: CSS=17.4, Synergy_ZIP=0.0282, Synergy_Bliss=1.24, Synergy_Loewe=-22.8, Synergy_HSA=-2.75. (6) Drug 1: CC12CCC(CC1=CCC3C2CCC4(C3CC=C4C5=CN=CC=C5)C)O. Drug 2: C1CN(CCN1C(=O)CCBr)C(=O)CCBr. Cell line: SN12C. Synergy scores: CSS=14.8, Synergy_ZIP=-0.952, Synergy_Bliss=0.732, Synergy_Loewe=0.957, Synergy_HSA=1.10.